From a dataset of Catalyst prediction with 721,799 reactions and 888 catalyst types from USPTO. Predict which catalyst facilitates the given reaction. (1) Reactant: [Cl:1][C:2]1[CH:7]=[CH:6][CH:5]=[C:4]([Cl:8])[C:3]=1[NH:9][C:10]([NH:12][C:13]1[S:14][C:15]([C:21]2[CH:22]=[N:23][CH:24]=[CH:25][CH:26]=2)=[CH:16][C:17]=1[C:18](O)=[O:19])=[O:11].CN(C(ON1N=NC2C=CC=NC1=2)=[N+](C)C)C.F[P-](F)(F)(F)(F)F.CCN(C(C)C)C(C)C.Cl.[NH2:61][C@@H:62]([CH:67]1[CH2:72][CH2:71][CH2:70][CH2:69][CH2:68]1)[C:63]([O:65][CH3:66])=[O:64]. Product: [CH:67]1([C@H:62]([NH:61][C:18]([C:17]2[CH:16]=[C:15]([C:21]3[CH:22]=[N:23][CH:24]=[CH:25][CH:26]=3)[S:14][C:13]=2[NH:12][C:10]([NH:9][C:3]2[C:2]([Cl:1])=[CH:7][CH:6]=[CH:5][C:4]=2[Cl:8])=[O:11])=[O:19])[C:63]([O:65][CH3:66])=[O:64])[CH2:72][CH2:71][CH2:70][CH2:69][CH2:68]1. The catalyst class is: 3. (2) Reactant: I[C:2]1[CH:3]=[C:4]([NH:8][C:9]2[C:10]3[CH:17]=[C:16]([C:18]4[CH2:19][CH2:20][N:21]([C:24]([O:26][C:27]([CH3:30])([CH3:29])[CH3:28])=[O:25])[CH2:22][CH:23]=4)[NH:15][C:11]=3[N:12]=[CH:13][N:14]=2)[CH:5]=[CH:6][CH:7]=1.C([N:38]1[CH:42]=[CH:41][CH:40]=[C:39]1B(O)O)(OC(C)(C)C)=O.C(=O)([O-])[O-].[K+].[K+].C(Cl)Cl. Product: [NH:38]1[CH:42]=[CH:41][CH:40]=[C:39]1[C:2]1[CH:3]=[C:4]([NH:8][C:9]2[C:10]3[CH:17]=[C:16]([C:18]4[CH2:19][CH2:20][N:21]([C:24]([O:26][C:27]([CH3:29])([CH3:28])[CH3:30])=[O:25])[CH2:22][CH:23]=4)[NH:15][C:11]=3[N:12]=[CH:13][N:14]=2)[CH:5]=[CH:6][CH:7]=1. The catalyst class is: 117. (3) Reactant: [CH3:1][O:2][C:3]([C:5]1[S:22][C:8]2[N:9]=[CH:10][N:11]=[C:12]([NH:13][C:14]3[CH:19]=[CH:18][C:17]([F:20])=[CH:16][C:15]=3[OH:21])[C:7]=2[C:6]=1[CH3:23])=[O:4].C(=O)([O-])[O-].[K+].[K+].Br[CH:31]1[CH2:34][CH2:33][CH2:32]1. Product: [CH3:1][O:2][C:3]([C:5]1[S:22][C:8]2[N:9]=[CH:10][N:11]=[C:12]([NH:13][C:14]3[CH:19]=[CH:18][C:17]([F:20])=[CH:16][C:15]=3[O:21][CH:31]3[CH2:34][CH2:33][CH2:32]3)[C:7]=2[C:6]=1[CH3:23])=[O:4]. The catalyst class is: 31. (4) Reactant: [N:1]1[C:6]([N:7]2[CH2:12][CH2:11][N:10](C(OC(C)(C)C)=O)[CH2:9][CH2:8]2)=[N:5][C:4]([N:20]2[CH2:25][CH2:24][N:23](C(OC(C)(C)C)=O)[CH2:22][CH2:21]2)=[N:3][C:2]=1[N:33]1[CH2:38][CH2:37][N:36](C(OC(C)(C)C)=O)[CH2:35][CH2:34]1.Cl. Product: [N:33]1([C:2]2[N:1]=[C:6]([N:7]3[CH2:12][CH2:11][NH:10][CH2:9][CH2:8]3)[N:5]=[C:4]([N:20]3[CH2:21][CH2:22][NH:23][CH2:24][CH2:25]3)[N:3]=2)[CH2:38][CH2:37][NH:36][CH2:35][CH2:34]1. The catalyst class is: 5. (5) Reactant: [Cl:1][C:2]1[NH:3][C:4]([CH:11]=[O:12])=[C:5]([CH3:10])[C:6]=1[C:7]([OH:9])=O.[N:13]1([CH2:18][CH2:19][NH2:20])[CH2:17][CH2:16][CH2:15][CH2:14]1.F[P-](F)(F)(F)(F)F.N1(O[P+](N(C)C)(N(C)C)N(C)C)C2C=CC=CC=2N=N1.CCN(C(C)C)C(C)C. Product: [Cl:1][C:2]1[NH:3][C:4]([CH:11]=[O:12])=[C:5]([CH3:10])[C:6]=1[C:7]([NH:20][CH2:19][CH2:18][N:13]1[CH2:17][CH2:16][CH2:15][CH2:14]1)=[O:9]. The catalyst class is: 34. (6) Reactant: C[O:2][C:3]1[CH:8]=[CH:7][C:6]([N:9]=[C:10]([O:20][C:21]2[CH:26]=[CH:25][CH:24]=[CH:23][CH:22]=2)[CH:11]=[CH:12][O:13][C:14]2[CH:19]=[CH:18][CH:17]=[CH:16][CH:15]=2)=[CH:5][CH:4]=1.ClCCl.[Br-].[Br-].[Br-]. Product: [OH:2][C:3]1[CH:8]=[CH:7][C:6]([N:9]=[C:10]([O:20][C:21]2[CH:22]=[CH:23][CH:24]=[CH:25][CH:26]=2)[CH:11]=[CH:12][O:13][C:14]2[CH:19]=[CH:18][CH:17]=[CH:16][CH:15]=2)=[CH:5][CH:4]=1. The catalyst class is: 22. (7) Product: [ClH:32].[ClH:32].[ClH:32].[Cl:32][C:33]1[CH:34]=[C:35]([N:40]2[CH2:45][CH2:44][N:43]([C:1]([O:2][CH2:3][CH2:4][N:5]3[CH2:6][CH2:7][N:8]([CH3:11])[CH2:9][CH2:10]3)=[O:22])[CH2:42][CH2:41]2)[CH:36]=[CH:37][C:38]=1[Cl:39]. The catalyst class is: 3. Reactant: [C:1](=[O:22])(OC1C=CC([N+]([O-])=O)=CC=1)[O:2][CH2:3][CH2:4][N:5]1[CH2:10][CH2:9][N:8]([CH3:11])[CH2:7][CH2:6]1.CCN(C(C)C)C(C)C.[Cl:32][C:33]1[CH:34]=[C:35]([N:40]2[CH2:45][CH2:44][NH:43][CH2:42][CH2:41]2)[CH:36]=[CH:37][C:38]=1[Cl:39].